Dataset: Forward reaction prediction with 1.9M reactions from USPTO patents (1976-2016). Task: Predict the product of the given reaction. The product is: [F:24][C:25]([F:35])([F:36])[C:26]1[CH:34]=[CH:33][CH:32]=[CH:31][C:27]=1[C:28]([N:8]1[CH2:7][C:6]2[CH2:2][N:3]([C:10]([O:12][C:13]([CH3:16])([CH3:15])[CH3:14])=[O:11])[CH2:4][C:5]=2[CH2:9]1)=[O:29]. Given the reactants Cl.[CH2:2]1[C:6]2[CH2:7][NH:8][CH2:9][C:5]=2[CH2:4][N:3]1[C:10]([O:12][C:13]([CH3:16])([CH3:15])[CH3:14])=[O:11].C(N(CC)CC)C.[F:24][C:25]([F:36])([F:35])[C:26]1[CH:34]=[CH:33][CH:32]=[CH:31][C:27]=1[C:28](Cl)=[O:29].O, predict the reaction product.